From a dataset of NCI-60 drug combinations with 297,098 pairs across 59 cell lines. Regression. Given two drug SMILES strings and cell line genomic features, predict the synergy score measuring deviation from expected non-interaction effect. (1) Cell line: NCI/ADR-RES. Synergy scores: CSS=5.03, Synergy_ZIP=-1.86, Synergy_Bliss=-1.73, Synergy_Loewe=-6.60, Synergy_HSA=-3.67. Drug 1: C1CCN(CC1)CCOC2=CC=C(C=C2)C(=O)C3=C(SC4=C3C=CC(=C4)O)C5=CC=C(C=C5)O. Drug 2: CC1=C(C(=O)C2=C(C1=O)N3CC4C(C3(C2COC(=O)N)OC)N4)N. (2) Drug 1: CC1=C2C(C(=O)C3(C(CC4C(C3C(C(C2(C)C)(CC1OC(=O)C(C(C5=CC=CC=C5)NC(=O)OC(C)(C)C)O)O)OC(=O)C6=CC=CC=C6)(CO4)OC(=O)C)O)C)O. Drug 2: C1=NC(=NC(=O)N1C2C(C(C(O2)CO)O)O)N. Cell line: HCC-2998. Synergy scores: CSS=11.6, Synergy_ZIP=1.17, Synergy_Bliss=4.11, Synergy_Loewe=2.53, Synergy_HSA=0.940. (3) Drug 1: CCC1=CC2CC(C3=C(CN(C2)C1)C4=CC=CC=C4N3)(C5=C(C=C6C(=C5)C78CCN9C7C(C=CC9)(C(C(C8N6C)(C(=O)OC)O)OC(=O)C)CC)OC)C(=O)OC.C(C(C(=O)O)O)(C(=O)O)O. Drug 2: C(=O)(N)NO. Cell line: SF-539. Synergy scores: CSS=31.1, Synergy_ZIP=-1.35, Synergy_Bliss=0.320, Synergy_Loewe=-17.5, Synergy_HSA=1.25. (4) Drug 1: CCCS(=O)(=O)NC1=C(C(=C(C=C1)F)C(=O)C2=CNC3=C2C=C(C=N3)C4=CC=C(C=C4)Cl)F. Drug 2: CNC(=O)C1=CC=CC=C1SC2=CC3=C(C=C2)C(=NN3)C=CC4=CC=CC=N4. Cell line: BT-549. Synergy scores: CSS=1.69, Synergy_ZIP=2.33, Synergy_Bliss=5.31, Synergy_Loewe=2.11, Synergy_HSA=2.40. (5) Drug 1: CCC1(C2=C(COC1=O)C(=O)N3CC4=CC5=C(C=CC(=C5CN(C)C)O)N=C4C3=C2)O.Cl. Drug 2: CC1C(C(CC(O1)OC2CC(CC3=C2C(=C4C(=C3O)C(=O)C5=CC=CC=C5C4=O)O)(C(=O)C)O)N)O. Cell line: U251. Synergy scores: CSS=39.0, Synergy_ZIP=-10.4, Synergy_Bliss=-14.4, Synergy_Loewe=-9.66, Synergy_HSA=-8.23.